Dataset: Catalyst prediction with 721,799 reactions and 888 catalyst types from USPTO. Task: Predict which catalyst facilitates the given reaction. (1) Reactant: P(Cl)(Cl)(Cl)(Cl)[Cl:2].[S:7]1[C:11]2[CH:12]=[CH:13][CH:14]=[CH:15][C:10]=2[N:9]=[C:8]1[C:16]1[CH:17]=[C:18]([S:21]([OH:24])(=O)=[O:22])[S:19][CH:20]=1. Product: [S:7]1[C:11]2[CH:12]=[CH:13][CH:14]=[CH:15][C:10]=2[N:9]=[C:8]1[C:16]1[CH:17]=[C:18]([S:21]([Cl:2])(=[O:24])=[O:22])[S:19][CH:20]=1. The catalyst class is: 286. (2) Reactant: [Na].[CH2:2]([OH:9])[C:3]1[CH:8]=[CH:7][CH:6]=[CH:5][CH:4]=1.Br[C:11]1[N:16]=[C:15]([NH2:17])[CH:14]=[CH:13][CH:12]=1. Product: [CH2:2]([O:9][C:11]1[N:16]=[C:15]([NH2:17])[CH:14]=[CH:13][CH:12]=1)[C:3]1[CH:8]=[CH:7][CH:6]=[CH:5][CH:4]=1. The catalyst class is: 155. (3) Reactant: Br[C:2]1[CH:3]=[CH:4][C:5]([O:12][CH3:13])=[C:6]([S:8](Cl)(=[O:10])=[O:9])[CH:7]=1.[NH2:14][C:15]1[CH:24]=[C:23]([F:25])[C:18]([C:19]([O:21]C)=[O:20])=[C:17]([F:26])[CH:16]=1.N1C=CC=CC=1. Product: [F:25][C:23]1[CH:24]=[C:15]([NH:14][S:8]([C:6]2[CH:7]=[CH:2][CH:3]=[CH:4][C:5]=2[O:12][CH3:13])(=[O:10])=[O:9])[CH:16]=[C:17]([F:26])[C:18]=1[C:19]([OH:21])=[O:20]. The catalyst class is: 4. (4) Reactant: Cl[C:2]1[C:11]([CH3:12])=[C:10]([Cl:13])[C:9]2[C:4](=[CH:5][C:6]([F:15])=[CH:7][C:8]=2[F:14])[N:3]=1.[NH2:16][C:17]1[CH:22]=[CH:21][CH:20]=[CH:19][N:18]=1.CC(C1C=C(C(C)C)C(C2C=CC=CC=2P(C2CCCCC2)C2CCCCC2)=C(C(C)C)C=1)C.CC(C)([O-])C.[Na+]. Product: [Cl:13][C:10]1[C:9]2[C:4](=[CH:5][C:6]([F:15])=[CH:7][C:8]=2[F:14])[N:3]=[C:2]([NH:16][C:17]2[CH:22]=[CH:21][CH:20]=[CH:19][N:18]=2)[C:11]=1[CH3:12]. The catalyst class is: 101.